From a dataset of Experimentally validated miRNA-target interactions with 360,000+ pairs, plus equal number of negative samples. Binary Classification. Given a miRNA mature sequence and a target amino acid sequence, predict their likelihood of interaction. (1) The miRNA is hsa-miR-6757-5p with sequence UAGGGAUGGGAGGCCAGGAUGA. The protein sequence of the target gene is MKPLVAFLVVLSIFGIQSQAEEIFNIFVPSKNGGNIQETVTIDNQQNTATINIHSGSCSSTTIFDYKHGYIASRVLSRRACYVIKMDHKAIPALDKLQRFLYEKQTMNAIDSPEYTWVRYNPLKSLITKVDWFLFGSPIRQLCKHMPLYEGEVATKPKEVSTGACAKVGLLGILGVSICGGIHL. Result: 0 (no interaction). (2) The miRNA is hsa-miR-6509-5p with sequence AUUAGGUAGUGGCAGUGGAAC. The protein sequence of the target gene is MWTLKSSLVLLLCLTCSYAFMFSSLRQKTSEPQGKVQYGEHFRIRQNLPEHTQGWLGSKWLWLLFVVVPFVILQCQRDSEKNKEQSPPGLRGGQLHSPLKKKRNASPNKDCAFNTLMELEVELMKFVSKVRNLKRAMATGSGSNLRLRKSEMPADPYHVTICEIWGEESSS. Result: 0 (no interaction). (3) The miRNA is hsa-miR-3663-5p with sequence GCUGGUCUGCGUGGUGCUCGG. The protein sequence of the target gene is MEPPQCVEELEDDVFQPEDGEPGTQPGSLLSADLFAQSQLDCPLSRLQLFPLTHCCGPGLRPVSQEDKATQTLSPASPSQGVMLPCGVTEEPQRLFYGNAGYRLPLPASFPAGSALGEQPPEGQFLQHRAEVQIARKLQCIADQFHRLHMQQHQQNRDRAWRQVFLFLQNLALNRRENREGVGPW. Result: 0 (no interaction). (4) The miRNA is hsa-miR-21-5p with sequence UAGCUUAUCAGACUGAUGUUGA. The protein sequence of the target gene is MASSHSSSPVPQGSSSDVFFKIEVDPSKHIRPVPSLPDVCPKEPTGDSHSLYVAPSLVTDQHRWTVYHSKVNLPAALNDPRLAKRESDFFTKTWGLDFVDTEVIPSFYLPQISKEHFTVYQQEISQREKIHERCKNICPPKDTFERTLLHTHDKSRTDLEQVPKIFMKPDFALDDSLTFNSVLPWSHFNTAGGKGNRDAASSKLLQEKLSHYLDIVEVNIAHQISLRSEAFFHAMTSQHELQDYLRKTSQAVKMLRDKIAQIDKVMCEGSLHILRLALTRNNCVKVYNKLKLMATVHQTQ.... Result: 1 (interaction). (5) The miRNA is hsa-miR-3928-5p with sequence UGAAGCUCUAAGGUUCCGCCUGC. The protein sequence of the target gene is MKAFHTFCVVLLVFGSVSEAKFDDFEDEEDIVEYDDNDFAEFEDVMEDSVTESPQRVIITEDDEDETTVELEGQDENQEGDFEDADTQEGDTESEPYDDEEFEGYEDKPDTSSSKNKDPITIVDVPAHLQNSWESYYLEILMVTGLLAYIMNYIIGKNKNSRLAQAWFNTHRELLESNFTLVGDDGTNKEATSTGKLNQENEHIYNLWCSGRVCCEGMLIQLRFLKRQDLLNVLARMMRPVSDQVQIKVTMNDEDMDTYVFAVGTRKALVRLQKEMQDLSEFCSDKPKSGAKYGLPDSLA.... Result: 0 (no interaction). (6) The miRNA is hsa-miR-4326 with sequence UGUUCCUCUGUCUCCCAGAC. The protein sequence of the target gene is MADRTAPRCQLRLEWVYGYRGHQCRNNLYYTAGKEVVYFVAGVGVVYNTREHSQKFFLGHNDDIISLALHPDKTLIATGQVGKEPYICIWNSYNVHTVSILKDVHTHGVACLAFDSDGQHLASVGLDAKNTVCIWDWRKGKLLASATGHSDRIFDISWDPYQPNRMVSCGVKHIKFWTLCGNALTAKRGIFGKTGDLQTILCLACAKEDITYSGALNGDIYVWKGLTLVRTIQGAHSAGIFSLYACEEGFATGGRDGCIRLWDTDFKPITKIDLRETEQGYKGLSIRSVCWKADRLLAGT.... Result: 0 (no interaction). (7) The miRNA is hsa-miR-378d with sequence ACUGGACUUGGAGUCAGAAA. The protein sequence of the target gene is MRPLTEEETRVMFEKIAKYIGENLQLLVDRPDGTYCFRLHNDRVYYVSEMMLKLAANISGDKLVSLGTCFGKFTKTHKFRLHVTALDYLAPYAKYKVWVKPGAEQSFLYGNHVLKSGLGRITENTSQYQGVVVYSMADIPLGFGVAAKSTQDCRKVDPMAIVVFHQADIGEYVRHEETLT. Result: 0 (no interaction). (8) The miRNA is hsa-miR-3927-3p with sequence CAGGUAGAUAUUUGAUAGGCAU. The protein sequence of the target gene is MSWVQAASLIQGPGDKGDVFDEEADESLLAQREWQSNMQRRVKEGYRDGIDAGKAVTLQQGFNQGYKKGAEVILNYGRLRGTLSALLSWCHLHNNNSTLINKINNLLDAVGQCEEYVLKHLKSITPPSHVVDLLDSIEDMDLCHVVPAEKKIDEAKDERLCENNAEFNKNCSKSHSGIDCSYVECCRTQEHAHSENPSPTWILEQTASLVKQLGLSVDVLQHLKQL. Result: 1 (interaction).